This data is from Full USPTO retrosynthesis dataset with 1.9M reactions from patents (1976-2016). The task is: Predict the reactants needed to synthesize the given product. (1) Given the product [C:1]([N:4]1[CH2:9][CH2:8][N:7]([C:10](=[N:12][C:13](=[O:14])[C:15]2[CH:16]=[CH:17][C:18]([C:21]3[C:34]4[C:29](=[CH:30][C:31]([O:37][CH3:38])=[C:32]([O:35][CH3:36])[CH:33]=4)[CH:28]4[CH:23]([CH2:24][CH2:25][CH:26]([OH:39])[CH2:27]4)[N:22]=3)=[CH:19][CH:20]=2)[NH2:11])[CH2:6][CH2:5]1)(=[O:3])[CH3:2], predict the reactants needed to synthesize it. The reactants are: [C:1]([N:4]1[CH2:9][CH2:8][N:7]([C:10](=[N:12][C:13]([C:15]2[CH:20]=[CH:19][C:18]([C:21]3[C:34]4[C:29](=[CH:30][C:31]([O:37][CH3:38])=[C:32]([O:35][CH3:36])[CH:33]=4)[CH:28]4[CH:23]([CH2:24][CH2:25][CH:26]([O:39]C(=O)C)[CH2:27]4)[N:22]=3)=[CH:17][CH:16]=2)=[O:14])[NH2:11])[CH2:6][CH2:5]1)(=[O:3])[CH3:2].C(=O)([O-])[O-].[Cs+].[Cs+]. (2) Given the product [C:1]([O:5][C:6]([N:8]1[C:13]2[CH:14]=[C:15]([Cl:18])[CH:16]=[CH:17][C:12]=2[O:11][CH:10]([C:19]([N:31]2[CH2:32][CH2:33][N:28]([CH2:27][C:26]3[CH:35]=[CH:36][C:23]([F:22])=[CH:24][CH:25]=3)[CH2:29][C@H:30]2[CH3:34])=[O:21])[CH2:9]1)=[O:7])([CH3:4])([CH3:3])[CH3:2], predict the reactants needed to synthesize it. The reactants are: [C:1]([O:5][C:6]([N:8]1[C:13]2[CH:14]=[C:15]([Cl:18])[CH:16]=[CH:17][C:12]=2[O:11][CH:10]([C:19]([OH:21])=O)[CH2:9]1)=[O:7])([CH3:4])([CH3:3])[CH3:2].[F:22][C:23]1[CH:36]=[CH:35][C:26]([CH2:27][N:28]2[CH2:33][CH2:32][NH:31][C@H:30]([CH3:34])[CH2:29]2)=[CH:25][CH:24]=1.CCN=C=NCCCN(C)C.C1C=CC2N(O)N=NC=2C=1.CCN(C(C)C)C(C)C. (3) Given the product [OH:8][CH2:7][CH:4]1[CH2:5][CH2:6][N:1]([C:12]([O:14][C:15]([CH3:18])([CH3:17])[CH3:16])=[O:13])[CH2:2][CH2:3]1, predict the reactants needed to synthesize it. The reactants are: [N:1]1([C:12]([O:14][C:15]([CH3:18])([CH3:17])[CH3:16])=[O:13])[CH2:6][CH2:5][CH:4]([C:7](OCC)=[O:8])[CH2:3][CH2:2]1.[H-].[H-].[H-].[H-].[Li+].[Al+3]. (4) Given the product [CH:46]([C@H:43]1[C@@H:12]2[C@@H:13]3[C@@:26]([CH3:29])([CH2:27][CH2:28][C@@:11]2([NH:10][CH2:51][CH2:52][N:53]2[CH2:58][CH2:57][N:56]([S:59]([CH3:62])(=[O:61])=[O:60])[CH2:55][CH2:54]2)[CH2:45][CH2:44]1)[C@@:25]1([CH3:30])[C@@H:16]([C@:17]2([CH3:42])[C@@H:22]([CH2:23][CH2:24]1)[C:21]([CH3:32])([CH3:31])[C@@H:20]([C:33]1[CH:41]=[CH:40][C:36]([C:37]([OH:39])=[O:38])=[CH:35][CH:34]=1)[CH2:19][CH2:18]2)[CH2:15][CH2:14]3)([CH3:48])[CH3:47], predict the reactants needed to synthesize it. The reactants are: O=S1(=O)CCN(CC[NH:10][C@:11]23[CH2:45][CH2:44][C@@H:43]([CH:46]([CH3:48])[CH3:47])[C@@H:12]2[C@@H:13]2[C@@:26]([CH3:29])([CH2:27][CH2:28]3)[C@@:25]3([CH3:30])[C@@H:16]([C@:17]4([CH3:42])[C@@H:22]([CH2:23][CH2:24]3)[C:21]([CH3:32])([CH3:31])[C@@H:20]([C:33]3[CH:41]=[CH:40][C:36]([C:37]([OH:39])=[O:38])=[CH:35][CH:34]=3)[CH2:19][CH2:18]4)[CH2:15][CH2:14]2)CC1.Cl[CH2:51][CH2:52][N:53]1[CH2:58][CH2:57][N:56]([S:59]([CH3:62])(=[O:61])=[O:60])[CH2:55][CH2:54]1. (5) Given the product [F:36][C:32]1[N:31]=[C:30]([CH2:29][N:15]2[C:14]3[CH2:13][CH2:12][CH:11]([NH2:10])[CH2:23][C:22]=3[C:21]3[C:16]2=[CH:17][CH:18]=[C:19]([O:24][C:25]([F:28])([F:26])[F:27])[CH:20]=3)[CH:35]=[CH:34][CH:33]=1, predict the reactants needed to synthesize it. The reactants are: C(OC(=O)[NH:10][CH:11]1[CH2:23][C:22]2[C:21]3[C:16](=[CH:17][CH:18]=[C:19]([O:24][C:25]([F:28])([F:27])[F:26])[CH:20]=3)[N:15]([CH2:29][C:30]3[CH:35]=[CH:34][CH:33]=[C:32]([F:36])[N:31]=3)[C:14]=2[CH2:13][CH2:12]1)C1C=CC=CC=1.[H][H].